From a dataset of Full USPTO retrosynthesis dataset with 1.9M reactions from patents (1976-2016). Predict the reactants needed to synthesize the given product. (1) Given the product [CH3:16][S:17]([O:12][CH2:11][CH2:10][N:9]1[C:8]([N+:13]([O-:15])=[O:14])=[CH:7][N:6]=[C:5]1[CH3:4])(=[O:19])=[O:18], predict the reactants needed to synthesize it. The reactants are: ClCCl.[CH3:4][C:5]1[N:9]([CH2:10][CH2:11][OH:12])[C:8]([N+:13]([O-:15])=[O:14])=[CH:7][N:6]=1.[CH3:16][S:17](Cl)(=[O:19])=[O:18]. (2) Given the product [CH3:1][N:2]([CH3:25])[CH:3]1[CH2:7][CH2:6][N:5]([C:8]2[N:13]=[CH:12][C:11]([C:14]3[N:18]4[CH:19]=[CH:20][CH:21]=[CH:22][C:17]4=[N:16][C:15]=3[CH:23]=[O:24])=[CH:10][CH:9]=2)[CH2:4]1, predict the reactants needed to synthesize it. The reactants are: [CH3:1][N:2]([CH3:25])[CH:3]1[CH2:7][CH2:6][N:5]([C:8]2[N:13]=[CH:12][C:11]([C:14]3[N:18]4[CH:19]=[CH:20][CH:21]=[CH:22][C:17]4=[N:16][C:15]=3[CH2:23][OH:24])=[CH:10][CH:9]=2)[CH2:4]1.CN1CCN(C2N=CC(C3N4C=CC=CC4=NC=3C=O)=CC=2)CC1. (3) Given the product [CH:4]1[C:5]2[CH2:6][CH2:7][CH2:8][CH2:9][C:10]=2[CH:11]=[C:2]([OH:1])[N:3]=1, predict the reactants needed to synthesize it. The reactants are: [OH:1][C:2]1[N:3]=[CH:4][C:5]2[C:10]([CH:11]=1)=[CH:9][CH:8]=[CH:7][CH:6]=2. (4) Given the product [OH:1][CH:2]([C:19]1[CH:20]=[CH:21][C:22]2[O:27][CH2:26][C:25](=[O:28])[N:24]([CH3:29])[C:23]=2[CH:30]=1)[CH2:3][N:4]1[CH2:5][CH2:6][N:47]([C:50]2[CH:59]=[CH:58][CH:57]=[C:56]3[C:51]=2[CH:52]=[CH:53][C:54]([CH3:60])=[N:55]3)[CH2:8][CH2:9]1, predict the reactants needed to synthesize it. The reactants are: [OH:1][CH:2]([C:19]1[CH:20]=[CH:21][C:22]2[O:27][CH2:26][C:25](=[O:28])[N:24]([CH3:29])[C:23]=2[CH:30]=1)[CH2:3][N:4]1[CH2:9][CH:8]=C(C2C3C(=NC=CC=3)NC=2)[CH2:6][CH2:5]1.CN1C2C=C(C(=O)CN3CC[N:47]([C:50]4[CH:59]=[CH:58][CH:57]=[C:56]5[C:51]=4[CH:52]=[CH:53][C:54]([CH3:60])=[N:55]5)CC3)C=CC=2OC(=O)C1. (5) Given the product [C:32]([O:31][C:29]([NH:28][CH2:27][CH2:26][CH2:25][O:24][C:20]1[CH:19]=[C:18]([CH:23]=[CH:22][CH:21]=1)[O:17][C:13]1[CH:14]=[C:15]([CH3:16])[C:7]2[CH:6]([CH2:5][C:4]([OH:36])=[O:3])[O:10][B:9]([OH:11])[C:8]=2[CH:12]=1)=[O:30])([CH3:35])([CH3:33])[CH3:34], predict the reactants needed to synthesize it. The reactants are: C([O:3][C:4](=[O:36])[CH2:5][CH:6]1[O:10][B:9]([OH:11])[C:8]2[CH:12]=[C:13]([O:17][C:18]3[CH:23]=[CH:22][CH:21]=[C:20]([O:24][CH2:25][CH2:26][CH2:27][NH:28][C:29]([O:31][C:32]([CH3:35])([CH3:34])[CH3:33])=[O:30])[CH:19]=3)[CH:14]=[C:15]([CH3:16])[C:7]1=2)C.[Li+].[OH-].Cl.